Dataset: Catalyst prediction with 721,799 reactions and 888 catalyst types from USPTO. Task: Predict which catalyst facilitates the given reaction. (1) Reactant: [Cl:1][C:2]1[CH:3]=[CH:4][C:5]([O:12]C)=[C:6]([CH:11]=1)[C:7]([NH:9][CH3:10])=[O:8].B(Br)(Br)Br.C(O)C. Product: [Cl:1][C:2]1[CH:3]=[CH:4][C:5]([OH:12])=[C:6]([CH:11]=1)[C:7]([NH:9][CH3:10])=[O:8]. The catalyst class is: 96. (2) Reactant: [Cl:1][C:2]1[CH:3]=[C:4]([CH:36]=[CH:37][CH:38]=1)[C:5]([C:7]1[CH:35]=[CH:34][C:10]2[N:11]([CH2:15][CH2:16][O:17][C:18]3[CH:33]=[CH:32][C:21]([CH:22]=[C:23]([C:28]([O:30][CH3:31])=[O:29])[C:24]([O:26][CH3:27])=[O:25])=[CH:20][CH:19]=3)[C:12](=[O:14])[S:13][C:9]=2[CH:8]=1)=O.[CH3:39][O:40][NH2:41].N1C=CC=CC=1. Product: [Cl:1][C:2]1[CH:3]=[C:4]([C:5](=[N:41][O:40][CH3:39])[C:7]2[CH:35]=[CH:34][C:10]3[N:11]([CH2:15][CH2:16][O:17][C:18]4[CH:19]=[CH:20][C:21]([CH:22]=[C:23]([C:28]([O:30][CH3:31])=[O:29])[C:24]([O:26][CH3:27])=[O:25])=[CH:32][CH:33]=4)[C:12](=[O:14])[S:13][C:9]=3[CH:8]=2)[CH:36]=[CH:37][CH:38]=1. The catalyst class is: 24. (3) Reactant: [C:1]1([CH2:11]O)[C:10]2[C:5](=[CH:6][CH:7]=[CH:8][CH:9]=2)[CH:4]=[CH:3][CH:2]=1.N1C=CC=CC=1.P(Br)(Br)[Br:20]. Product: [Br:20][CH2:11][C:1]1[C:10]2[C:5](=[CH:6][CH:7]=[CH:8][CH:9]=2)[CH:4]=[CH:3][CH:2]=1. The catalyst class is: 11. (4) Reactant: [C:1]([C:3]1[CH:15]=[C:14]2[C:6]([C:7]3[C:8](=[O:30])[C:9]4[CH:21]=[CH:20][C:19](OS(C(F)(F)F)(=O)=O)=[CH:18][C:10]=4[C:11]([CH3:17])([CH3:16])[C:12]=3[NH:13]2)=[CH:5][CH:4]=1)#[N:2].[NH:31]1[CH2:36][CH2:35][S:34](=[O:38])(=[O:37])[CH2:33][CH2:32]1.C1C=CC(P(C2C(C3C(P(C4C=CC=CC=4)C4C=CC=CC=4)=CC=C4C=3C=CC=C4)=C3C(C=CC=C3)=CC=2)C2C=CC=CC=2)=CC=1.[O-]P([O-])([O-])=O.[K+].[K+].[K+]. Product: [O:37]=[S:34]1(=[O:38])[CH2:35][CH2:36][N:31]([C:19]2[CH:20]=[CH:21][C:9]3[C:8](=[O:30])[C:7]4[C:6]5[C:14](=[CH:15][C:3]([C:1]#[N:2])=[CH:4][CH:5]=5)[NH:13][C:12]=4[C:11]([CH3:16])([CH3:17])[C:10]=3[CH:18]=2)[CH2:32][CH2:33]1. The catalyst class is: 488. (5) Reactant: [NH2:1][C:2]1[N:7]=[C:6]([CH3:8])[C:5]([C:9]#[N:10])=[CH:4][N:3]=1.[CH3:11][C:12]([O-])=[O:13].[Na+].CC(O)=O.CC(OC(C)=O)=O. Product: [CH3:8][C:6]1[C:5]([C:9]#[N:10])=[CH:4][N:3]=[C:2]([NH:1][C:12](=[O:13])[CH3:11])[N:7]=1. The catalyst class is: 11. (6) Reactant: [Cl:1][C:2]1[CH:3]=[CH:4][C:5]([CH2:8][O:9][C:10]2[CH:15]=[CH:14][N:13]([C:16]3[CH:24]=[C:23]4[C:19]([C:20]5[CH2:29][CH2:28][NH:27][CH2:26][C:21]=5[N:22]4[CH3:25])=[CH:18][CH:17]=3)[C:12](=[O:30])[CH:11]=2)=[N:6][CH:7]=1.C=O.[BH-](OC(C)=O)(OC(C)=O)O[C:35](C)=O.[Na+].C1(N)C(F)=C(F)C(F)=C(N)C=1F.[ClH:59].Cl. Product: [ClH:1].[ClH:59].[Cl:1][C:2]1[CH:3]=[CH:4][C:5]([CH2:8][O:9][C:10]2[CH:15]=[CH:14][N:13]([C:16]3[CH:24]=[C:23]4[C:19]([C:20]5[CH2:29][CH2:28][N:27]([CH3:35])[CH2:26][C:21]=5[N:22]4[CH3:25])=[CH:18][CH:17]=3)[C:12](=[O:30])[CH:11]=2)=[N:6][CH:7]=1. The catalyst class is: 61.